From a dataset of Forward reaction prediction with 1.9M reactions from USPTO patents (1976-2016). Predict the product of the given reaction. (1) Given the reactants C(=O)([O-])[O-].[K+].[K+].[Cl:7][C:8]1[CH:9]=[C:10]([CH:22]=[CH:23][C:24]=1[NH:25][CH2:26][CH2:27][OH:28])[C:11]([NH:13][C:14]1[CH:19]=[CH:18][C:17]([CH3:20])=[C:16]([OH:21])[CH:15]=1)=[O:12].[CH2:29]([O:31][C:32]([C:34]1[C:35]2[S:43][CH:42]=[C:41]([CH2:44]Br)[C:36]=2[C:37]([Cl:40])=[N:38][CH:39]=1)=[O:33])[CH3:30], predict the reaction product. The product is: [CH2:29]([O:31][C:32]([C:34]1[C:35]2[S:43][CH:42]=[C:41]([CH2:44][O:21][C:16]3[CH:15]=[C:14]([NH:13][C:11](=[O:12])[C:10]4[CH:22]=[CH:23][C:24]([NH:25][CH2:26][CH2:27][OH:28])=[C:8]([Cl:7])[CH:9]=4)[CH:19]=[CH:18][C:17]=3[CH3:20])[C:36]=2[C:37]([Cl:40])=[N:38][CH:39]=1)=[O:33])[CH3:30]. (2) The product is: [F:19][C:16]1[CH:17]=[CH:18][C:13]([C:5]2[CH:4]=[N:21][O:12][C:6]=2[C:7]([O:9][CH2:10][CH3:11])=[O:8])=[CH:14][CH:15]=1. Given the reactants C(O/[CH:4]=[C:5](\[C:13]1[CH:18]=[CH:17][C:16]([F:19])=[CH:15][CH:14]=1)/[C:6](=[O:12])[C:7]([O:9][CH2:10][CH3:11])=[O:8])C.Cl.[NH2:21]O, predict the reaction product.